This data is from NCI-60 drug combinations with 297,098 pairs across 59 cell lines. The task is: Regression. Given two drug SMILES strings and cell line genomic features, predict the synergy score measuring deviation from expected non-interaction effect. (1) Drug 1: C1=NC2=C(N=C(N=C2N1C3C(C(C(O3)CO)O)O)F)N. Drug 2: CC12CCC3C(C1CCC2OP(=O)(O)O)CCC4=C3C=CC(=C4)OC(=O)N(CCCl)CCCl.[Na+]. Cell line: MCF7. Synergy scores: CSS=-9.98, Synergy_ZIP=8.27, Synergy_Bliss=-3.70, Synergy_Loewe=-7.74, Synergy_HSA=-9.31. (2) Drug 1: C1=NC2=C(N=C(N=C2N1C3C(C(C(O3)CO)O)O)F)N. Drug 2: CC1=C2C(C(=O)C3(C(CC4C(C3C(C(C2(C)C)(CC1OC(=O)C(C(C5=CC=CC=C5)NC(=O)OC(C)(C)C)O)O)OC(=O)C6=CC=CC=C6)(CO4)OC(=O)C)O)C)O. Synergy scores: CSS=21.9, Synergy_ZIP=-2.19, Synergy_Bliss=-2.63, Synergy_Loewe=-3.38, Synergy_HSA=-3.84. Cell line: CAKI-1. (3) Drug 1: CC1=C(C=C(C=C1)NC2=NC=CC(=N2)N(C)C3=CC4=NN(C(=C4C=C3)C)C)S(=O)(=O)N.Cl. Drug 2: CN(CCCl)CCCl.Cl. Cell line: PC-3. Synergy scores: CSS=19.2, Synergy_ZIP=-2.38, Synergy_Bliss=1.36, Synergy_Loewe=-10.6, Synergy_HSA=0.210.